The task is: Predict the reaction yield, written as a fraction of the theoretical maximum amount of product (1.0 means a 100% yield; for example, 0.34 means a 34% yield).. This data is from Reaction yield outcomes from USPTO patents with 853,638 reactions. (1) The yield is 0.240. The product is [C:20]([N:24]1[CH:32]=[C:31]2[C:26]([C:27](=[O:38])[NH:28][C:29]3([CH2:37][CH2:36][N:35]([C:16]([C:13]4[CH:14]=[C:15]5[C:10]([CH:9]=[CH:8][N:7]=[C:6]5[NH:5][C:1]([CH3:2])([CH3:3])[CH3:4])=[CH:11][CH:12]=4)=[O:18])[CH2:34][CH2:33]3)[CH2:30]2)=[N:25]1)([CH3:23])([CH3:21])[CH3:22]. The catalyst is CN(C)C=O. The reactants are [C:1]([NH:5][C:6]1[C:15]2[C:10](=[CH:11][CH:12]=[C:13]([C:16]([OH:18])=O)[CH:14]=2)[CH:9]=[CH:8][N:7]=1)([CH3:4])([CH3:3])[CH3:2].Cl.[C:20]([N:24]1[CH:32]=[C:31]2[C:26]([C:27](=[O:38])[NH:28][C:29]3([CH2:37][CH2:36][NH:35][CH2:34][CH2:33]3)[CH2:30]2)=[N:25]1)([CH3:23])([CH3:22])[CH3:21].C(N(CC)CC)C.CCCP1(OP(CCC)(=O)OP(CCC)(=O)O1)=O. (2) The reactants are [Cl:1][C:2]1[CH:7]=[CH:6][C:5]([O:8][C:9]2[CH:14]=[CH:13][C:12]([CH2:15]Cl)=[CH:11][CH:10]=2)=[CH:4][C:3]=1[C:17]([F:20])([F:19])[F:18].[N:21]1([CH2:30][C:31]2[C:32](=[O:38])[NH:33][C:34](=[S:37])[NH:35][CH:36]=2)[C:29]2[C:24](=[CH:25][CH:26]=[CH:27][CH:28]=2)[CH:23]=[CH:22]1.C([O-])([O-])=O.[K+].[K+]. The catalyst is CN(C=O)C. The product is [Cl:1][C:2]1[CH:7]=[CH:6][C:5]([O:8][C:9]2[CH:14]=[CH:13][C:12]([CH2:15][S:37][C:34]3[NH:35][CH:36]=[C:31]([CH2:30][N:21]4[C:29]5[C:24](=[CH:25][CH:26]=[CH:27][CH:28]=5)[CH:23]=[CH:22]4)[C:32](=[O:38])[N:33]=3)=[CH:11][CH:10]=2)=[CH:4][C:3]=1[C:17]([F:20])([F:19])[F:18]. The yield is 0.0844. (3) The reactants are [N+:1]([C:4]1[C:5](SC#N)=[N:6][C:7]([NH:10][CH2:11][C:12]2[CH:17]=[CH:16][CH:15]=[CH:14][C:13]=2[O:18][C:19]([F:22])([F:21])[F:20])=[N:8][CH:9]=1)([O-:3])=[O:2].[NH2:26][CH2:27][C@@H:28]1[CH2:33][CH2:32][C@H:31]([OH:34])[CH2:30][CH2:29]1.C(N(C(C)C)CC)(C)C. The catalyst is C(Cl)Cl. The product is [N+:1]([C:4]1[C:5]([NH:26][CH2:27][C@@H:28]2[CH2:33][CH2:32][C@H:31]([OH:34])[CH2:30][CH2:29]2)=[N:6][C:7]([NH:10][CH2:11][C:12]2[CH:17]=[CH:16][CH:15]=[CH:14][C:13]=2[O:18][C:19]([F:21])([F:20])[F:22])=[N:8][CH:9]=1)([O-:3])=[O:2]. The yield is 0.951. (4) The reactants are [C:1]([C:3]1[CH:4]=[N:5][CH:6]=[C:7](B2OC(C)(C)C(C)(C)O2)[CH:8]=1)#[N:2].Br[C:19]1[CH:20]=[C:21]([C:26]2([C:37]3[CH:42]=[CH:41][N:40]=[C:39]([C:43]([F:46])([F:45])[F:44])[CH:38]=3)[C:34]3[C:29](=[C:30]([F:35])[CH:31]=[CH:32][CH:33]=3)[C:28]([NH2:36])=[N:27]2)[CH:22]=[CH:23][C:24]=1[F:25].[C:47](=[O:50])([O-])[O-:48].[K+].[K+]. The catalyst is C1C=CC(P(C2C=CC=CC=2)[C-]2C=CC=C2)=CC=1.C1C=CC(P(C2C=CC=CC=2)[C-]2C=CC=C2)=CC=1.Cl[Pd]Cl.[Fe+2].CN(C=O)C. The product is [F:44][C:43]([F:46])([F:45])[C:47]([OH:48])=[O:50].[NH2:36][C:28]1[C:29]2[C:34](=[CH:33][CH:32]=[CH:31][C:30]=2[F:35])[C:26]([C:21]2[CH:20]=[CH:19][C:24]([F:25])=[C:23]([C:7]3[CH:6]=[N:5][CH:4]=[C:3]([CH:8]=3)[C:1]#[N:2])[CH:22]=2)([C:37]2[CH:42]=[CH:41][N:40]=[C:39]([C:43]([F:46])([F:45])[F:44])[CH:38]=2)[N:27]=1. The yield is 0.0760. (5) The product is [ClH:32].[CH2:1]([O:3][C:4]1[C:12]([O:13][CH2:14][CH3:15])=[CH:11][CH:10]=[CH:9][C:5]=1[CH2:6][N:7]([CH3:8])[C:53](=[O:55])/[CH:52]=[CH:51]/[C:48]1[CH:49]=[N:50][C:44]2[NH:43][C:42](=[O:56])[N:41]([CH2:40][CH2:39][N:33]3[CH2:34][CH2:35][O:36][CH2:37][CH2:38]3)[CH2:46][C:45]=2[CH:47]=1)[CH3:2]. The reactants are [CH2:1]([O:3][C:4]1[C:12]([O:13][CH2:14][CH3:15])=[CH:11][CH:10]=[CH:9][C:5]=1[CH2:6][NH:7][CH3:8])[CH3:2].CNCC1C=CC2C(=CC=CC=2)C=1CCC.[ClH:32].[N:33]1([CH2:39][CH2:40][N:41]2[CH2:46][C:45]3[CH:47]=[C:48](/[CH:51]=[CH:52]/[C:53]([OH:55])=O)[CH:49]=[N:50][C:44]=3[NH:43][C:42]2=[O:56])[CH2:38][CH2:37][O:36][CH2:35][CH2:34]1. No catalyst specified. The yield is 0.560.